The task is: Predict which catalyst facilitates the given reaction.. This data is from Catalyst prediction with 721,799 reactions and 888 catalyst types from USPTO. (1) Reactant: [CH3:1][O:2][C:3](=[O:16])[CH:4]=[CH:5][C:6]1[CH:11]=[C:10]([CH3:12])[C:9]([CH:13]=[O:14])=[C:8]([CH3:15])[CH:7]=1. Product: [CH3:1][O:2][C:3](=[O:16])[CH2:4][CH2:5][C:6]1[CH:11]=[C:10]([CH3:12])[C:9]([CH:13]=[O:14])=[C:8]([CH3:15])[CH:7]=1. The catalyst class is: 707. (2) Reactant: [CH2:1]([S:4](Cl)(=[O:6])=[O:5])[CH2:2][CH3:3].Cl.[NH2:9][CH2:10][C:11]1[CH:16]=[CH:15][C:14]([C:17]([N:19]2[CH2:28][C:27]3[CH:26]=[N:25][N:24]([CH3:29])[C:23]=3[NH:22][C:21]3[CH:30]=[C:31]([CH3:34])[CH:32]=[CH:33][C:20]2=3)=[O:18])=[CH:13][C:12]=1[F:35].C(N(CC)CC)C. Product: [CH3:29][N:24]1[C:23]2[NH:22][C:21]3[CH:30]=[C:31]([CH3:34])[CH:32]=[CH:33][C:20]=3[N:19]([C:17]([C:14]3[CH:15]=[CH:16][C:11]([CH2:10][NH:9][S:4]([CH2:1][CH2:2][CH3:3])(=[O:6])=[O:5])=[C:12]([F:35])[CH:13]=3)=[O:18])[CH2:28][C:27]=2[CH:26]=[N:25]1. The catalyst class is: 4.